This data is from Forward reaction prediction with 1.9M reactions from USPTO patents (1976-2016). The task is: Predict the product of the given reaction. (1) Given the reactants C([C@H]1COC(=O)N1C(=O)[C@@H:15]([O:40][CH2:41][CH3:42])[CH2:16][C:17]1[CH:22]=[CH:21][C:20]([C:23]2[CH:28]=[CH:27][CH:26]=[C:25]([CH2:29][N:30]([CH3:39])[C:31](=[O:38])[C:32]3[CH:37]=[CH:36][CH:35]=[CH:34][CH:33]=3)[CH:24]=2)=[CH:19][CH:18]=1)C1C=CC=CC=1.C1[CH2:48][O:47]CC1.[OH-:49].[Li+], predict the reaction product. The product is: [CH2:41]([O:40][C@@H:15]([CH2:16][C:17]1[CH:18]=[CH:19][C:20]([C:23]2[CH:28]=[CH:27][CH:26]=[C:25]([CH2:29][N:30]([CH3:39])[C:31]([C:32]3[CH:33]=[CH:34][CH:35]=[CH:36][CH:37]=3)=[O:38])[CH:24]=2)=[CH:21][CH:22]=1)[C:48]([OH:47])=[O:49])[CH3:42]. (2) The product is: [N:17]1([C:12]2([C:2]#[N:1])[CH2:15][CH2:14][CH2:13]2)[CH2:22][CH2:21][S:20][CH2:19][CH2:18]1. Given the reactants [N:1]1(C2(C#N)COC2)CCC[CH2:2]1.[C:12]1(=O)[CH2:15][CH2:14][CH2:13]1.[NH:17]1[CH2:22][CH2:21][S:20][CH2:19][CH2:18]1, predict the reaction product. (3) Given the reactants Br[C:2]1[CH:9]=[C:8]([F:10])[C:5]([C:6]#[N:7])=[C:4]([F:11])[CH:3]=1.[CH:12](C1C=CC(C#N)=C(OC)C=1C)=[CH2:13], predict the reaction product. The product is: [F:10][C:8]1[CH:9]=[C:2]([CH:12]=[CH2:13])[CH:3]=[C:4]([F:11])[C:5]=1[C:6]#[N:7]. (4) Given the reactants C1(S([N:10]2[C:14]3=[N:15][CH:16]=[C:17]([C:19]([F:22])([F:21])[F:20])[CH:18]=[C:13]3[CH:12]=[C:11]2[C:23]([C:30]2[CH:35]=[CH:34][C:33]([S:36]([CH3:39])(=[O:38])=[O:37])=[CH:32][CH:31]=2)=[CH:24][CH:25]2[CH2:29][CH2:28][CH2:27][CH2:26]2)(=O)=O)C=CC=CC=1.[F-].C([N+](CCCC)(CCCC)CCCC)CCC.O1CCCC1, predict the reaction product. The product is: [CH:25]1([CH:24]=[C:23]([C:11]2[NH:10][C:14]3=[N:15][CH:16]=[C:17]([C:19]([F:21])([F:22])[F:20])[CH:18]=[C:13]3[CH:12]=2)[C:30]2[CH:35]=[CH:34][C:33]([S:36]([CH3:39])(=[O:37])=[O:38])=[CH:32][CH:31]=2)[CH2:29][CH2:28][CH2:27][CH2:26]1.